This data is from Catalyst prediction with 721,799 reactions and 888 catalyst types from USPTO. The task is: Predict which catalyst facilitates the given reaction. Reactant: [IH:1].[NH:2]1[CH2:6][CH2:5][N:4]=[C:3]1[NH:7][C:8]([CH3:12])([CH3:11])[CH2:9]O.S(Cl)([Cl:15])=O. Product: [IH:1].[Cl:15][CH2:9][C:8]([NH:7][C:3]1[NH:2][CH2:6][CH2:5][N:4]=1)([CH3:12])[CH3:11]. The catalyst class is: 22.